From a dataset of Catalyst prediction with 721,799 reactions and 888 catalyst types from USPTO. Predict which catalyst facilitates the given reaction. Reactant: [NH2:1][C@H:2]([C:10]([OH:12])=[O:11])[CH2:3][C:4]1[CH:9]=[CH:8][CH:7]=[CH:6][CH:5]=1.Cl[C:14](Cl)([O:16]C(=O)OC(Cl)(Cl)Cl)Cl.[Al]. Product: [CH:7]1[CH:8]=[CH:9][C:4]([CH2:3][C@@H:2]2[NH:1][C:14](=[O:16])[O:12][C:10]2=[O:11])=[CH:5][CH:6]=1. The catalyst class is: 1.